From a dataset of TCR-epitope binding with 47,182 pairs between 192 epitopes and 23,139 TCRs. Binary Classification. Given a T-cell receptor sequence (or CDR3 region) and an epitope sequence, predict whether binding occurs between them. (1) The epitope is FVRATATIPI. The TCR CDR3 sequence is CASSLGQFQETQYF. Result: 0 (the TCR does not bind to the epitope). (2) The epitope is MLNIPSINV. The TCR CDR3 sequence is CASSSFDGLNSPLHF. Result: 0 (the TCR does not bind to the epitope). (3) The epitope is LLFGYPVYV. The TCR CDR3 sequence is CASSTGQGFTEAFF. Result: 0 (the TCR does not bind to the epitope). (4) The epitope is SQASSRSSSR. The TCR CDR3 sequence is CSAPETAEAYNEQFF. Result: 0 (the TCR does not bind to the epitope). (5) The epitope is TVYDPLQPELDSFK. The TCR CDR3 sequence is CASSHSYEQFF. Result: 0 (the TCR does not bind to the epitope). (6) The epitope is RPHERNGFTVL. Result: 0 (the TCR does not bind to the epitope). The TCR CDR3 sequence is CASTLNGRGRGPGTDTQYF. (7) The epitope is WICLLQFAY. The TCR CDR3 sequence is CASSLEGQQNTEAFF. Result: 0 (the TCR does not bind to the epitope). (8) The epitope is LLQTGIHVRVSQPSL. The TCR CDR3 sequence is CASSLRAGVDVPEQFF. Result: 1 (the TCR binds to the epitope). (9) The epitope is FSKQLQQSM. The TCR CDR3 sequence is CASSTGTGGHEQFF. Result: 0 (the TCR does not bind to the epitope).